This data is from NCI-60 drug combinations with 297,098 pairs across 59 cell lines. The task is: Regression. Given two drug SMILES strings and cell line genomic features, predict the synergy score measuring deviation from expected non-interaction effect. (1) Drug 1: CCN(CC)CCCC(C)NC1=C2C=C(C=CC2=NC3=C1C=CC(=C3)Cl)OC. Drug 2: C1CCC(C(C1)N)N.C(=O)(C(=O)[O-])[O-].[Pt+4]. Cell line: U251. Synergy scores: CSS=42.3, Synergy_ZIP=-6.19, Synergy_Bliss=-1.40, Synergy_Loewe=1.14, Synergy_HSA=1.96. (2) Drug 1: CCC1=C2CN3C(=CC4=C(C3=O)COC(=O)C4(CC)O)C2=NC5=C1C=C(C=C5)O. Drug 2: C1CCC(C(C1)N)N.C(=O)(C(=O)[O-])[O-].[Pt+4]. Cell line: NCI-H460. Synergy scores: CSS=60.3, Synergy_ZIP=4.27, Synergy_Bliss=5.62, Synergy_Loewe=-3.51, Synergy_HSA=7.24. (3) Drug 1: C1CCC(CC1)NC(=O)N(CCCl)N=O. Drug 2: CN(C)C1=NC(=NC(=N1)N(C)C)N(C)C. Cell line: HOP-62. Synergy scores: CSS=7.22, Synergy_ZIP=2.42, Synergy_Bliss=8.79, Synergy_Loewe=2.63, Synergy_HSA=3.31.